This data is from Reaction yield outcomes from USPTO patents with 853,638 reactions. The task is: Predict the reaction yield, written as a fraction of the theoretical maximum amount of product (1.0 means a 100% yield; for example, 0.34 means a 34% yield). (1) The reactants are Cl[CH:2](Cl)[C:3]1[CH:4]=[N:5][N:6]([CH3:11])[C:7]=1[N+:8]([O-:10])=[O:9].C([OH:15])C. The catalyst is O.[N+]([O-])([O-])=O.[Ag+]. The product is [CH3:11][N:6]1[C:7]([N+:8]([O-:10])=[O:9])=[C:3]([CH:2]=[O:15])[CH:4]=[N:5]1. The yield is 0.410. (2) The yield is 0.980. The catalyst is O1CCCC1. The product is [N:4]1[CH:5]=[CH:6][CH:7]=[CH:8][C:3]=1[CH2:2][NH:1][C:9](=[O:10])[O:11][C:12]([CH3:15])([CH3:14])[CH3:13]. The reactants are [NH2:1][CH2:2][C:3]1[CH:8]=[CH:7][CH:6]=[CH:5][N:4]=1.[C:9](O[C:9]([O:11][C:12]([CH3:15])([CH3:14])[CH3:13])=[O:10])([O:11][C:12]([CH3:15])([CH3:14])[CH3:13])=[O:10]. (3) The reactants are [CH3:1][CH:2]([C:5]#[CH:6])[CH2:3][OH:4].Cl.NO.Br[C:11]#[C:12][C:13]1[CH:21]=[CH:20][C:16]([C:17]([OH:19])=[O:18])=[CH:15][CH:14]=1.Cl. The catalyst is C(N)CCC.CC1OCCC1.[Cu](Cl)Cl. The product is [OH:4][CH2:3][CH:2]([CH3:1])[C:5]#[C:6][C:11]#[C:12][C:13]1[CH:21]=[CH:20][C:16]([C:17]([OH:19])=[O:18])=[CH:15][CH:14]=1. The yield is 0.386. (4) The reactants are B(O)O.[CH3:4][C:5]1[CH:9]=[C:8]([C:10]([O:12][CH2:13][CH3:14])=[O:11])[NH:7][N:6]=1.N1C=CC=CC=1.CC1N([C:27]2[CH:36]=[CH:35][C:34]3[C:29](=[CH:30][CH:31]=[C:32]([O:37][CH3:38])[CH:33]=3)[CH:28]=2)N=C(C(OCC)=O)C=1. The catalyst is C(Cl)Cl.C([O-])(=O)C.[Cu+2].C([O-])(=O)C. The product is [CH3:4][C:5]1[CH:9]=[C:8]([C:10]([O:12][CH2:13][CH3:14])=[O:11])[N:7]([C:27]2[CH:36]=[CH:35][C:34]3[C:29](=[CH:30][CH:31]=[C:32]([O:37][CH3:38])[CH:33]=3)[CH:28]=2)[N:6]=1. The yield is 0.370. (5) The reactants are O1CCCCC1[O:7][CH2:8][CH2:9][CH2:10][CH2:11][CH2:12][CH2:13][CH2:14][CH2:15][CH2:16][CH2:17][CH2:18][CH2:19][CH2:20][CH2:21][CH2:22][CH2:23][C:24]([O:26][CH2:27][CH3:28])=[O:25].CC1C=CC(S([O-])(=O)=O)=CC=1.C1C=C[NH+]=CC=1.CCO. The catalyst is CCOC(C)=O. The product is [OH:7][CH2:8][CH2:9][CH2:10][CH2:11][CH2:12][CH2:13][CH2:14][CH2:15][CH2:16][CH2:17][CH2:18][CH2:19][CH2:20][CH2:21][CH2:22][CH2:23][C:24]([O:26][CH2:27][CH3:28])=[O:25]. The yield is 0.920. (6) The reactants are [Br:1][C:2]1[CH:7]=[CH:6][N:5]=[C:4](/[CH:8]=[N:9]/[NH:10]S(C2C=CC(C)=CC=2)(=O)=O)[CH:3]=1. The catalyst is N1CCOCC1.CCOC(C)=O. The product is [Br:1][C:2]1[CH:7]=[CH:6][N:5]2[N:10]=[N:9][CH:8]=[C:4]2[CH:3]=1. The yield is 0.990. (7) The reactants are Br[C:2]1[CH:3]=[N:4][C:5]([C:8]([O:10][CH3:11])=[O:9])=[N:6][CH:7]=1.[Cu][C:13]#[N:14]. The catalyst is CC(N(C)C)=O. The product is [C:13]([C:2]1[CH:3]=[N:4][C:5]([C:8]([O:10][CH3:11])=[O:9])=[N:6][CH:7]=1)#[N:14]. The yield is 0.480. (8) The reactants are [F:1][C:2]([CH3:33])([CH3:32])[CH2:3][CH2:4][C@H:5]1[C:9](=[O:10])[O:8][C@H:7]([C@@H:11]([NH:19][C:20]([C:22]2[CH:31]=[N:30][C:29]3[C:24](=[CH:25][CH:26]=[CH:27][CH:28]=3)[N:23]=2)=[O:21])[CH2:12][C:13]2[CH:18]=[CH:17][CH:16]=[CH:15][CH:14]=2)[CH2:6]1.C(O)(=O)C.[CH2:38]([NH2:45])[C:39]1[CH:44]=[CH:43][CH:42]=[CH:41][CH:40]=1. The catalyst is O1CCOCC1.O. The product is [CH2:12]([C@H:11]([NH:19][C:20]([C:22]1[CH:31]=[N:30][C:29]2[C:24](=[CH:25][CH:26]=[CH:27][CH:28]=2)[N:23]=1)=[O:21])[C@@H:7]([OH:8])[CH2:6][C@H:5]([C:9](=[O:10])[NH:45][CH2:38][C:39]1[CH:44]=[CH:43][CH:42]=[CH:41][CH:40]=1)[CH2:4][CH2:3][C:2]([F:1])([CH3:32])[CH3:33])[C:13]1[CH:14]=[CH:15][CH:16]=[CH:17][CH:18]=1. The yield is 0.560. (9) The reactants are [Cl:1][C:2]1[N:7]=[CH:6][N:5]=[C:4]([O:8][C@H:9]2[CH2:14][CH2:13][N:12](C(OC(C)(C)C)=O)[CH2:11][C@H:10]2[F:22])[C:3]=1[CH3:23].FC(F)(F)C(O)=O.ClCCl.C(=O)(O)[O-].[Na+]. The catalyst is ClCCCl. The product is [Cl:1][C:2]1[C:3]([CH3:23])=[C:4]([O:8][C@H:9]2[CH2:14][CH2:13][NH:12][CH2:11][C@H:10]2[F:22])[N:5]=[CH:6][N:7]=1. The yield is 0.930. (10) The reactants are [CH3:1][O:2][C:3]1[C:8]([CH2:9][O:10][CH2:11][O:12][CH3:13])=[C:7]([C@@:14]([OH:20])([CH2:18][CH3:19])[CH2:15][CH2:16][OH:17])[CH:6]=[CH:5][N:4]=1.CC(OI1(OC(C)=O)(OC(C)=O)OC(=O)C2C=CC=CC1=2)=O.[O-]S([O-])(=S)=O.[Na+].[Na+].C([O-])(O)=O.[Na+]. The catalyst is C(Cl)Cl. The product is [OH:20][C@:14]([C:7]1[CH:6]=[CH:5][N:4]=[C:3]([O:2][CH3:1])[C:8]=1[CH2:9][O:10][CH2:11][O:12][CH3:13])([CH2:18][CH3:19])[CH2:15][CH:16]=[O:17]. The yield is 0.890.